This data is from Experimentally validated miRNA-target interactions with 360,000+ pairs, plus equal number of negative samples. The task is: Binary Classification. Given a miRNA mature sequence and a target amino acid sequence, predict their likelihood of interaction. (1) The miRNA is rno-miR-150-5p with sequence UCUCCCAACCCUUGUACCAGUG. The protein sequence of the target gene is MAGEGDQQDAAHNMGNHLPLLPAESEEEDEMEVEDQDSKEAKKPNIINFDTSLPTSHTYLGADMEEFHGRTLHDDDSCQVIPVLPQVMMILIPGQTLPLQLFHPQEVSMVRNLIQKDRTFAVLAYSNVQEREAQFGTTAEIYAYREEQDFGIEIVKVKAIGRQRFKVLELRTQSDGIQQAKVQILPECVLPSTMSAVQLESLNKCQIFPSKPVSREDQCSYKWWQKYQKRKFHCANLTSWPRWLYSLYDAETLMDRIKKQLREWDENLKDDSLPSNPIDFSYRVAACLPIDDVLRIQLLK.... Result: 0 (no interaction). (2) Result: 1 (interaction). The protein sequence of the target gene is MQIPQAPWPVVWAVLQLGWRPGWFLDSPDRPWNPPTFSPALLVVTEGDNATFTCSFSNTSESFVLNWYRMSPSNQTDKLAAFPEDRSQPGQDCRFRVTQLPNGRDFHMSVVRARRNDSGTYLCGAISLAPKAQIKESLRAELRVTERRAEVPTAHPSPSPRPAGQFQTLVVGVVGGLLGSLVLLVWVLAVICSRAARGTIGARRTGQPLKEDPSAVPVFSVDYGELDFQWREKTPEPPVPCVPEQTEYATIVFPSGMGTSSPARRGSADGPRSAQPLRPEDGHCSWPL. The miRNA is hsa-miR-424-5p with sequence CAGCAGCAAUUCAUGUUUUGAA. (3) The miRNA is hsa-miR-7108-5p with sequence GUGUGGCCGGCAGGCGGGUGG. The protein sequence of the target gene is MEEHGVTQTEHMATIEAHAVAQQVQQVHVATYTEHSMLSADEDSPSSPEDTSYDDSDILNSTAADEVTAHLAAAGPVGMAAAAAVATGKKRKRPHVFESNPSIRKRQQTRLLRKLRATLDEYTTRVGQQAIVLCISPSKPNPVFKVFGAAPLENVVRKYKSMILEDLESALAEHAPAPQEVNSELPPLTIDGIPVSVDKMTQAQLRAFIPEMLKYSTGRGKPGWGKESCKPIWWPEDIPWANVRSDVRTEEQKQRVSWTQALRTIVKNCYKQHGREDLLYAFEDQQTQTQATATHSIAHL.... Result: 1 (interaction). (4) The protein sequence of the target gene is MKTILSNQTVDIPENVDITLKGRTVIVKGPRGTLRRDFNHINVELSLLGKKKKRLRVDKWWGNRKELATVRTICSHVQNMIKGVTLGFRYKMRSVYAHFPINVVIQENGSLVEIRNFLGEKYIRRVRMRPGVACSVSQAQKDELILEGNDIELVSNSAALIQQATTVKNKDIRKFLDGIYVSEKGTVQQADE. Result: 0 (no interaction). The miRNA is hsa-miR-4797-5p with sequence GACAGAGUGCCACUUACUGAA. (5) The miRNA is mmu-miR-342-3p with sequence UCUCACACAGAAAUCGCACCCGU. The protein sequence of the target gene is MQTPVNIPVPVLRLPRGPDGFSRGFAPDGRRAPLRPEVPEIQECPIAQESLESQEQRARAALRERYLRSLLAMVGHQVSFTLHEGVRVAAHFGATDLDVANFYVSQLQTPIGVQAEALLRCSDIISYTFKP. Result: 0 (no interaction).